The task is: Predict which catalyst facilitates the given reaction.. This data is from Catalyst prediction with 721,799 reactions and 888 catalyst types from USPTO. (1) Reactant: [CH:1]1([O:7][C:8]([O:10][CH2:11][CH2:12][O:13][C:14]([C:16]2[N:17]=[C:18]([C:47]([F:50])([F:49])[F:48])[N:19]3[CH2:24][CH2:23][N:22]([C:25](=[O:46])[CH2:26][C@H:27]([NH:38]C(OC(C)(C)C)=O)[CH2:28][C:29]4[CH:34]=[C:33]([F:35])[C:32]([F:36])=[CH:31][C:30]=4[F:37])[CH2:21][C:20]=23)=[O:15])=[O:9])[CH2:6][CH2:5][CH2:4][CH2:3][CH2:2]1.[ClH:51]. Product: [ClH:51].[CH:1]1([O:7][C:8]([O:10][CH2:11][CH2:12][O:13][C:14]([C:16]2[N:17]=[C:18]([C:47]([F:48])([F:49])[F:50])[N:19]3[CH2:24][CH2:23][N:22]([C:25](=[O:46])[CH2:26][C@H:27]([NH2:38])[CH2:28][C:29]4[CH:34]=[C:33]([F:35])[C:32]([F:36])=[CH:31][C:30]=4[F:37])[CH2:21][C:20]=23)=[O:15])=[O:9])[CH2:2][CH2:3][CH2:4][CH2:5][CH2:6]1. The catalyst class is: 13. (2) Reactant: C(O[BH-](OC(=O)C)OC(=O)C)(=O)C.[Na+].[CH3:15][CH:16]1[CH2:21][CH2:20][N:19]([C:22]([C:24]2[CH:32]=[CH:31][C:30]3[N:29]([CH2:33][C:34]4[CH:39]=[CH:38][C:37]([S:40]([CH3:43])(=[O:42])=[O:41])=[CH:36][CH:35]=4)[C:28]4[CH2:44][CH2:45][NH:46][CH2:47][C:27]=4[C:26]=3[CH:25]=2)=[O:23])[CH2:18][CH2:17]1.[C:48]1(=O)[CH2:52][CH2:51][CH2:50][CH2:49]1. Product: [CH:48]1([N:46]2[CH2:45][CH2:44][C:28]3[N:29]([CH2:33][C:34]4[CH:39]=[CH:38][C:37]([S:40]([CH3:43])(=[O:41])=[O:42])=[CH:36][CH:35]=4)[C:30]4[CH:31]=[CH:32][C:24]([C:22]([N:19]5[CH2:18][CH2:17][CH:16]([CH3:15])[CH2:21][CH2:20]5)=[O:23])=[CH:25][C:26]=4[C:27]=3[CH2:47]2)[CH2:52][CH2:51][CH2:50][CH2:49]1. The catalyst class is: 4.